Dataset: Cav3 T-type calcium channel HTS with 100,875 compounds. Task: Binary Classification. Given a drug SMILES string, predict its activity (active/inactive) in a high-throughput screening assay against a specified biological target. The drug is O=C(N1CCN(CC1)c1ccccc1)c1c(NC(=O)c2occc2)cccc1. The result is 0 (inactive).